This data is from Catalyst prediction with 721,799 reactions and 888 catalyst types from USPTO. The task is: Predict which catalyst facilitates the given reaction. (1) Reactant: [Cl:1][C:2]1[CH:7]=[C:6]([Cl:8])[CH:5]=[CH:4][C:3]=1[C:9]1[N:10]([C:24]2[CH:29]=[CH:28][C:27]([OH:30])=[CH:26][CH:25]=2)[C:11]([CH3:23])=[C:12]([C:14]([NH:16][N:17]2[CH2:22][CH2:21][CH2:20][CH2:19][CH2:18]2)=[O:15])[N:13]=1.[F:31][CH2:32][CH2:33][CH2:34][S:35](Cl)(=[O:37])=[O:36]. Product: [F:31][CH2:32][CH2:33][CH2:34][S:35]([O:30][C:27]1[CH:26]=[CH:25][C:24]([N:10]2[C:11]([CH3:23])=[C:12]([C:14]([NH:16][N:17]3[CH2:22][CH2:21][CH2:20][CH2:19][CH2:18]3)=[O:15])[N:13]=[C:9]2[C:3]2[CH:4]=[CH:5][C:6]([Cl:8])=[CH:7][C:2]=2[Cl:1])=[CH:29][CH:28]=1)(=[O:37])=[O:36]. The catalyst class is: 2. (2) Reactant: C1(P(C2C=CC=CC=2)C2C=CC=CC=2)C=CC=CC=1.[Br:20][C:21]1[CH:26]=[CH:25][C:24]([C:27]2[CH:32]=[CH:31][CH:30]=[CH:29][C:28]=2[N+:33]([O-])=O)=[CH:23][CH:22]=1. Product: [Br:20][C:21]1[CH:26]=[CH:25][C:24]2[C:27]3[C:28](=[CH:29][CH:30]=[CH:31][CH:32]=3)[NH:33][C:23]=2[CH:22]=1. The catalyst class is: 262.